This data is from Reaction yield outcomes from USPTO patents with 853,638 reactions. The task is: Predict the reaction yield, written as a fraction of the theoretical maximum amount of product (1.0 means a 100% yield; for example, 0.34 means a 34% yield). (1) The reactants are C[N@@+:2]1(CCC(OCCCCCOC(CC[N@+:2]2(C)[C@H:11]([CH2:12][C:13]3[CH:14]=[CH:15][C:16]([O:21][CH3:22])=[C:17]([O:19][CH3:20])[CH:18]=3)[C:10]3[CH:9]=[C:8]([O:23][CH3:24])[C:7]([O:25][CH3:26])=[CH:6][C:5]=3[CH2:4][CH2:3]2)=O)=O)[C@H:11]([CH2:12][C:13]2[CH:14]=[CH:15][C:16]([O:21][CH3:22])=[C:17]([O:19][CH3:20])[CH:18]=2)[C:10]2[CH:9]=[C:8]([O:23][CH3:24])[C:7]([O:25][CH3:26])=[CH:6][C:5]=2[CH2:4][CH2:3]1.C1C=CC(S([O-])(=O)=O)=CC=1.C1C=CC(S([O-])(=O)=O)=CC=1.[C:88]([NH:91][C@H:92]([C:97]([OH:99])=[O:98])[CH2:93][CH:94]([CH3:96])[CH3:95])(=[O:90])[CH3:89]. No catalyst specified. The product is [CH3:22][O:21][C:16]1[CH:15]=[CH:14][C:13]([CH2:12][C@@H:11]2[NH2+:2][CH2:3][CH2:4][C:5]3[C:10]2=[CH:9][C:8]([O:23][CH3:24])=[C:7]([O:25][CH3:26])[CH:6]=3)=[CH:18][C:17]=1[O:19][CH3:20].[C:88]([NH:91][C@H:92]([C:97]([O-:99])=[O:98])[CH2:93][CH:94]([CH3:95])[CH3:96])(=[O:90])[CH3:89]. The yield is 0.0300. (2) The reactants are [CH:1]([NH:4][C:5]([C:7]1[C:15]2[C:10](=[N:11][CH:12]=[C:13]([C:16]3[C:24]4[C:19](=[CH:20][CH:21]=[C:22]([CH:25]=[O:26])[CH:23]=4)[N:18]([CH3:27])[N:17]=3)[N:14]=2)[N:9]([CH2:28][O:29][CH2:30][CH2:31][Si:32]([CH3:35])([CH3:34])[CH3:33])[CH:8]=1)=[O:6])([CH3:3])[CH3:2].[CH3:36][Mg]Br. The catalyst is C1COCC1. The product is [CH:1]([NH:4][C:5]([C:7]1[C:15]2[C:10](=[N:11][CH:12]=[C:13]([C:16]3[C:24]4[C:19](=[CH:20][CH:21]=[C:22]([CH:25]([OH:26])[CH3:36])[CH:23]=4)[N:18]([CH3:27])[N:17]=3)[N:14]=2)[N:9]([CH2:28][O:29][CH2:30][CH2:31][Si:32]([CH3:33])([CH3:35])[CH3:34])[CH:8]=1)=[O:6])([CH3:3])[CH3:2]. The yield is 0.370. (3) The reactants are [CH2:1]([O:8][C:9]([N:11]([C:34](=[NH:46])[NH:35][C:36]([O:38][CH2:39][C:40]1[CH:45]=[CH:44][CH:43]=[CH:42][CH:41]=1)=[O:37])[CH2:12][CH2:13][CH2:14][C@@H:15]([C:24]([O:26][CH2:27][C:28]1[CH:33]=[CH:32][CH:31]=[CH:30][CH:29]=1)=[O:25])[NH:16]C(OC(C)(C)C)=O)=[O:10])[C:2]1[CH:7]=[CH:6][CH:5]=[CH:4][CH:3]=1. The catalyst is C(O)(C(F)(F)F)=O.C(Cl)Cl. The product is [CH2:1]([O:8][C:9]([N:11]([C:34](=[NH:46])[NH:35][C:36]([O:38][CH2:39][C:40]1[CH:45]=[CH:44][CH:43]=[CH:42][CH:41]=1)=[O:37])[CH2:12][CH2:13][CH2:14][C@@H:15]([C:24]([O:26][CH2:27][C:28]1[CH:33]=[CH:32][CH:31]=[CH:30][CH:29]=1)=[O:25])[NH2:16])=[O:10])[C:2]1[CH:3]=[CH:4][CH:5]=[CH:6][CH:7]=1. The yield is 0.890. (4) The reactants are [CH3:1][C:2]1[C:7]2[NH:8][C:9]3[C:14]([C:6]=2[CH:5]=[CH:4][N:3]=1)=[CH:13][CH:12]=[C:11]([OH:15])[CH:10]=3.[OH-].[K+].CCOP(OCC)([C:23](Br)([F:25])[F:24])=O.Cl. The catalyst is O. The product is [F:24][CH:23]([F:25])[O:15][C:11]1[CH:10]=[C:9]2[C:14]([C:6]3[CH:5]=[CH:4][N:3]=[C:2]([CH3:1])[C:7]=3[NH:8]2)=[CH:13][CH:12]=1. The yield is 0.599. (5) The yield is 0.960. The catalyst is C1COCC1.CCOC(C)=O. The product is [CH3:22][C:10]1[CH:15]=[C:14]([CH3:16])[CH:13]=[C:12]([CH3:17])[C:11]=1[S:18]([N:1]1[C:9]2[C:4](=[N:5][CH:6]=[CH:7][CH:8]=2)[CH:3]=[CH:2]1)(=[O:19])=[O:20]. The reactants are [NH:1]1[C:9]2[C:4](=[N:5][CH:6]=[CH:7][CH:8]=2)[CH:3]=[CH:2]1.[C:10]1([CH3:22])[CH:15]=[C:14]([CH3:16])[CH:13]=[C:12]([CH3:17])[C:11]=1[S:18](Cl)(=[O:20])=[O:19].[H-].[Na+].